Dataset: Full USPTO retrosynthesis dataset with 1.9M reactions from patents (1976-2016). Task: Predict the reactants needed to synthesize the given product. (1) Given the product [CH3:36][C:35]([CH3:37])([S:38]([NH:40][CH:41]([C:42]1[O:43][C:44]([CH3:47])=[CH:45][CH:46]=1)[C:1]12[N:7]([C:8]([O:10][C:11]([CH3:14])([CH3:13])[CH3:12])=[O:9])[CH:4]([CH2:3][CH2:2]1)[CH2:5][CH2:6]2)=[O:39])[CH3:34], predict the reactants needed to synthesize it. The reactants are: [CH:1]12[N:7]([C:8]([O:10][C:11]([CH3:14])([CH3:13])[CH3:12])=[O:9])[CH:4]([CH2:5][CH2:6]1)[CH2:3][CH2:2]2.CN(C)CCN(C)C.[Li]C(CC)C.C1CCCCC1.[CH3:34][C:35]([S:38](/[N:40]=[CH:41]/[C:42]1[O:43][C:44]([CH3:47])=[CH:45][CH:46]=1)=[O:39])([CH3:37])[CH3:36]. (2) Given the product [C:15]1([CH:4]2[NH:9][C:7](=[O:8])[CH2:6][CH2:5]2)[CH:20]=[CH:19][CH:18]=[CH:17][CH:16]=1, predict the reactants needed to synthesize it. The reactants are: C(O[CH:4]1[NH:9][C:7](=[O:8])[CH2:6][CH2:5]1)C.S(=O)(=O)(O)O.[CH:15]1[CH:20]=[CH:19][CH:18]=[CH:17][CH:16]=1.